This data is from Full USPTO retrosynthesis dataset with 1.9M reactions from patents (1976-2016). The task is: Predict the reactants needed to synthesize the given product. (1) Given the product [CH2:1]([C:3]1[NH:4][C:5]2[C:10]([C:11](=[O:13])[C:12]=1[I:15])=[CH:9][C:8]([F:14])=[CH:7][CH:6]=2)[CH3:2], predict the reactants needed to synthesize it. The reactants are: [CH2:1]([C:3]1[NH:4][C:5]2[C:10]([C:11](=[O:13])[CH:12]=1)=[CH:9][C:8]([F:14])=[CH:7][CH:6]=2)[CH3:2].[I:15]I.C([O-])([O-])=O.[Na+].[Na+].[O-]S([O-])(=S)=O.[Na+].[Na+]. (2) Given the product [Cl:49][C:50]1[CH:57]=[CH:56][CH:55]=[C:54]([Cl:58])[C:51]=1[CH2:52][NH:53][C:13](=[O:15])[CH2:12][CH:4]1[C:5](=[O:11])[O:6][C:7]([CH3:9])([CH3:10])[CH2:8][N:3]1[CH2:1][CH3:2], predict the reactants needed to synthesize it. The reactants are: [CH2:1]([N:3]1[CH2:8][C:7]([CH3:10])([CH3:9])[O:6][C:5](=[O:11])[CH:4]1[CH2:12][C:13]([OH:15])=O)[CH3:2].C(N(C(C)C)CC)(C)C.CN(C(ON1N=NC2C=CC=NC1=2)=[N+](C)C)C.F[P-](F)(F)(F)(F)F.[Cl:49][C:50]1[CH:57]=[CH:56][CH:55]=[C:54]([Cl:58])[C:51]=1[CH2:52][NH2:53]. (3) Given the product [CH3:15][C:13](=[CH2:14])[C:12]([NH:4][C:3]1[CH:5]=[CH:6][C:7]([N+:9]([O-:11])=[O:10])=[CH:8][C:2]=1[CH3:1])=[O:16], predict the reactants needed to synthesize it. The reactants are: [CH3:1][C:2]1[CH:8]=[C:7]([N+:9]([O-:11])=[O:10])[CH:6]=[CH:5][C:3]=1[NH2:4].[C:12](Cl)(=[O:16])[C:13]([CH3:15])=[CH2:14]. (4) Given the product [Cl:1][C:2]1[CH:18]=[CH:17][C:5]2[S:6][C:7]([C:10]3[CH:15]=[CH:14][N:13]=[C:12]4[NH:16][CH:25]=[CH:20][C:21]=34)=[C:8]([CH3:9])[C:4]=2[CH:3]=1, predict the reactants needed to synthesize it. The reactants are: [Cl:1][C:2]1[CH:18]=[CH:17][C:5]2[S:6][C:7]([C:10]3[CH:15]=[CH:14][N:13]=[C:12]([NH2:16])N=3)=[C:8]([CH3:9])[C:4]=2[CH:3]=1.Br[C:20]1[CH:25]=CN=C2NC=C[C:21]=12.ClC1N=C(Cl)C=CN=1. (5) The reactants are: C(OC([NH:8][CH2:9][CH:10]1[CH2:15][CH2:14][N:13]([C:16]2[N:20]([CH3:21])[N:19]=[CH:18][C:17]=2[NH:22][C:23]([C:25]2[N:26]=[C:27](Br)[S:28][C:29]=2[NH:30]C(=O)OC(C)(C)C)=[O:24])[CH2:12][CH2:11]1)=O)CCC.[C:39]1(B(O)O)[CH2:44][CH2:43][CH2:42][CH2:41][CH:40]=1. Given the product [NH2:30][C:29]1[S:28][C:27]([CH:39]2[CH2:44][CH2:43][CH2:42][CH2:41][CH2:40]2)=[N:26][C:25]=1[C:23]([NH:22][C:17]1[CH:18]=[N:19][N:20]([CH3:21])[C:16]=1[N:13]1[CH2:14][CH2:15][CH:10]([CH2:9][NH2:8])[CH2:11][CH2:12]1)=[O:24], predict the reactants needed to synthesize it.